From a dataset of Reaction yield outcomes from USPTO patents with 853,638 reactions. Predict the reaction yield, written as a fraction of the theoretical maximum amount of product (1.0 means a 100% yield; for example, 0.34 means a 34% yield). (1) The reactants are Cl.[Cl:2][C:3]1[C:4]([F:29])=[C:5]([CH:26]=[CH:27][CH:28]=1)[NH:6][C:7]1[C:16]2[C:11](=[CH:12][C:13]([O:24][CH3:25])=[C:14]([O:17][CH2:18][C@@H:19]3[CH2:23][CH2:22][CH2:21][NH:20]3)[CH:15]=2)[N:10]=[CH:9][N:8]=1.C([O:33][CH2:34][C:35](Cl)=[O:36])(=O)C. The catalyst is C(Cl)Cl.C(N(C(C)C)CC)(C)C. The product is [Cl:2][C:3]1[C:4]([F:29])=[C:5]([CH:26]=[CH:27][CH:28]=1)[NH:6][C:7]1[C:16]2[C:11](=[CH:12][C:13]([O:24][CH3:25])=[C:14]([O:17][CH2:18][C@@H:19]3[CH2:23][CH2:22][CH2:21][N:20]3[C:34](=[O:33])[CH2:35][OH:36])[CH:15]=2)[N:10]=[CH:9][N:8]=1. The yield is 0.380. (2) The catalyst is C1COCC1. The reactants are [CH2:1]([O:3][C:4]([C:6]1([NH:11][C:12]([CH:14]2[NH:18][CH2:17][CH:16]([O:19][C:20](=[O:30])[C:21]3[CH:26]=[CH:25][C:24]([N+:27]([O-:29])=[O:28])=[CH:23][CH:22]=3)[CH2:15]2)=[O:13])[CH2:8][CH:7]1[CH:9]=[CH2:10])=[O:5])[CH3:2].[C:31]([O-:34])(O)=O.[Na+].C(Cl)(Cl)=O.C1(C)C=CC=CC=1.[CH2:47]([NH:54][CH2:55][C:56]1[CH:61]=[CH:60][C:59]([O:62][CH3:63])=[CH:58][CH:57]=1)[CH2:48][CH2:49][CH2:50][CH:51]=[CH:52][CH3:53]. The yield is 0.900. The product is [CH2:1]([O:3][C:4]([C:6]1([NH:11][C:12]([CH:14]2[N:18]([C:31](=[O:34])[N:54]([CH2:47][CH2:48][CH2:49][CH2:50][CH2:51][CH:52]=[CH2:53])[CH2:55][C:56]3[CH:61]=[CH:60][C:59]([O:62][CH3:63])=[CH:58][CH:57]=3)[CH2:17][CH:16]([O:19][C:20](=[O:30])[C:21]3[CH:22]=[CH:23][C:24]([N+:27]([O-:29])=[O:28])=[CH:25][CH:26]=3)[CH2:15]2)=[O:13])[CH2:8][CH:7]1[CH:9]=[CH2:10])=[O:5])[CH3:2]. (3) The reactants are C([Mg]Br)(C)C.I[C:7]1[CH:8]=[N:9][N:10]([C:12]2[C:17]([C:18]([F:21])([F:20])[F:19])=[CH:16][CH:15]=[CH:14][N:13]=2)[CH:11]=1.CON(C)[C:25](=[O:27])[CH3:26].[Cl-].[NH4+]. The catalyst is C1COCC1. The product is [F:19][C:18]([F:21])([F:20])[C:17]1[C:12]([N:10]2[CH:11]=[C:7]([C:25](=[O:27])[CH3:26])[CH:8]=[N:9]2)=[N:13][CH:14]=[CH:15][CH:16]=1. The yield is 0.590. (4) The catalyst is O. The reactants are C(=O)([O-])[O-].[K+].[K+].[CH:7]1(Br)[CH2:11][CH2:10][CH2:9][CH2:8]1.CN(C=O)C.[Br:18][C:19]1[CH:20]=[CH:21][C:22]([OH:28])=[C:23]([C:25](=[O:27])[CH3:26])[CH:24]=1. The yield is 1.00. The product is [Br:18][C:19]1[CH:20]=[CH:21][C:22]([O:28][CH:7]2[CH2:11][CH2:10][CH2:9][CH2:8]2)=[C:23]([C:25](=[O:27])[CH3:26])[CH:24]=1. (5) The reactants are Cl[C:2]1[N:7]=[C:6]([Cl:8])[C:5]([C:9]([F:12])([F:11])[F:10])=[CH:4][N:3]=1.C(OCC)C.[NH2:18][C:19]1[CH:24]=[CH:23][C:22]([CH:25]2[CH2:30][CH2:29][CH2:28][CH2:27][N:26]2[C:31]([O:33][C:34]([CH3:37])([CH3:36])[CH3:35])=[O:32])=[CH:21][CH:20]=1.C(N(CC)CC)C. The catalyst is [Cl-].[Cl-].[Zn+2].ClCCCl.CC(O)(C)C. The product is [Cl:8][C:6]1[C:5]([C:9]([F:12])([F:11])[F:10])=[CH:4][N:3]=[C:2]([NH:18][C:19]2[CH:20]=[CH:21][C:22]([CH:25]3[CH2:30][CH2:29][CH2:28][CH2:27][N:26]3[C:31]([O:33][C:34]([CH3:37])([CH3:36])[CH3:35])=[O:32])=[CH:23][CH:24]=2)[N:7]=1. The yield is 0.670. (6) The reactants are [Cl:1][C:2]1[CH:3]=[C:4]([CH:6]=[CH:7][CH:8]=1)[NH2:5].[N:9]([O-])=O.[Na+].O.O.Cl[Sn]Cl.[OH-].[Na+]. The catalyst is Cl.O. The product is [Cl:1][C:2]1[CH:3]=[C:4]([NH:5][NH2:9])[CH:6]=[CH:7][CH:8]=1. The yield is 0.720. (7) The reactants are [C:1]([C:3]1[CH:11]=[C:10]([C:12](O)=[O:13])[C:9]([CH3:15])=[C:8]2[C:4]=1[C:5]1[CH2:19][CH2:18][O:17][C:16]([CH2:23][C:24]([O:26][CH2:27][CH3:28])=[O:25])([CH2:20][CH2:21][CH3:22])[C:6]=1[NH:7]2)#[N:2].B.C1COCC1. The catalyst is O1CCCC1. The product is [CH2:27]([O:26][C:24](=[O:25])[CH2:23][C:16]1([CH2:20][CH2:21][CH3:22])[C:6]2[NH:7][C:8]3[C:4]([C:5]=2[CH2:19][CH2:18][O:17]1)=[C:3]([C:1]#[N:2])[CH:11]=[C:10]([CH2:12][OH:13])[C:9]=3[CH3:15])[CH3:28]. The yield is 0.770. (8) The reactants are [Cl:1][C:2]1[CH:3]=[N+:4]([O-:27])[CH:5]=[C:6]([Cl:26])[C:7]=1[CH2:8][C@@H:9]([C:11]1[CH:16]=[CH:15][C:14]([O:17][CH:18]([F:20])[F:19])=[C:13]([O:21][CH2:22][CH:23]2[CH2:25][CH2:24]2)[CH:12]=1)[OH:10].[N+:28]([C:31]1[CH:46]=[CH:45][C:34]([C:35]([N:37]2[CH2:41][CH2:40][S:39][CH:38]2[C:42](O)=[O:43])=[O:36])=[CH:33][CH:32]=1)([O-:30])=[O:29].C(Cl)CCl. The catalyst is CN(C1C=CN=CC=1)C.CN(C=O)C.O. The product is [Cl:1][C:2]1[CH:3]=[N+:4]([O-:27])[CH:5]=[C:6]([Cl:26])[C:7]=1[CH2:8][C@@H:9]([C:11]1[CH:16]=[CH:15][C:14]([O:17][CH:18]([F:20])[F:19])=[C:13]([O:21][CH2:22][CH:23]2[CH2:25][CH2:24]2)[CH:12]=1)[O:10][C:42]([CH:38]1[N:37]([C:35](=[O:36])[C:34]2[CH:33]=[CH:32][C:31]([N+:28]([O-:30])=[O:29])=[CH:46][CH:45]=2)[CH2:41][CH2:40][S:39]1)=[O:43]. The yield is 0.800.